Task: Predict the product of the given reaction.. Dataset: Forward reaction prediction with 1.9M reactions from USPTO patents (1976-2016) (1) The product is: [Cl:20][C:21]1[N:26]=[C:25]([O:17][CH2:16][C:15]2[CH:18]=[CH:19][C:12]([F:11])=[CH:13][CH:14]=2)[CH:24]=[CH:23][N:22]=1. Given the reactants C([Li])CCC.O1CCCC1.[F:11][C:12]1[CH:19]=[CH:18][C:15]([CH2:16][OH:17])=[CH:14][CH:13]=1.[Cl:20][C:21]1[N:26]=[C:25](Cl)[CH:24]=[CH:23][N:22]=1, predict the reaction product. (2) Given the reactants C[O:2][C:3](=[O:21])[CH:4]([NH:8][CH:9]1[CH2:18][CH2:17][C:16]2[C:11](=[C:12]([F:20])[CH:13]=[C:14]([F:19])[CH:15]=2)[CH2:10]1)[CH2:5][CH2:6][CH3:7].[Li+].[OH-], predict the reaction product. The product is: [F:19][C:14]1[CH:15]=[C:16]2[C:11](=[C:12]([F:20])[CH:13]=1)[CH2:10][CH:9]([NH:8][CH:4]([CH2:5][CH2:6][CH3:7])[C:3]([OH:21])=[O:2])[CH2:18][CH2:17]2. (3) The product is: [CH3:1][O:2][C:3]1[CH:4]=[C:5]([O:21][CH3:22])[C:6]2[CH2:12][CH2:11][NH:10][CH2:9][CH2:8][C:7]=2[N:20]=1. Given the reactants [CH3:1][O:2][C:3]1[CH:4]=[C:5]([O:21][CH3:22])[C:6]2[CH2:12][CH2:11][N:10](C(OC(C)(C)C)=O)[CH2:9][CH2:8][C:7]=2[N:20]=1, predict the reaction product. (4) Given the reactants [Cl:1][C:2]1[CH:26]=[CH:25][C:5]([CH2:6][C:7]2([C:20]([O:22][CH2:23][CH3:24])=[O:21])[CH2:12][CH2:11][N:10](C(OC(C)(C)C)=O)[CH2:9][CH2:8]2)=[CH:4][CH:3]=1.Cl.O1CCOCC1, predict the reaction product. The product is: [ClH:1].[Cl:1][C:2]1[CH:26]=[CH:25][C:5]([CH2:6][C:7]2([C:20]([O:22][CH2:23][CH3:24])=[O:21])[CH2:8][CH2:9][NH:10][CH2:11][CH2:12]2)=[CH:4][CH:3]=1. (5) Given the reactants [S:1]1[CH:5]=[CH:4][C:3]2[C:6]([N:10]3[CH2:15][CH2:14][N:13]([CH2:16][CH2:17][CH2:18][CH2:19][O:20][C:21]4[CH:30]=[C:29]5[C:24]([C:25]([CH3:35])([CH3:34])[CH2:26][C:27](=[O:33])[N:28]5[CH2:31][OH:32])=[CH:23][CH:22]=4)[CH2:12][CH2:11]3)=[CH:7][CH:8]=[CH:9][C:2]1=2.S1C=CC2C(N3CCN(CCCCOC4C=C5C(C(C)(C)CC(=O)N5)=CC=4)CC3)=CC=CC1=2.N1C=CC=CC=1.Cl[C:76]([O:78][CH2:79][CH2:80][CH2:81][CH2:82][CH2:83][CH2:84][CH2:85][CH2:86][CH2:87][CH3:88])=[O:77], predict the reaction product. The product is: [CH2:79]([O:78][C:76](=[O:77])[O:32][CH2:31][N:28]1[C:29]2[C:24](=[CH:23][CH:22]=[C:21]([O:20][CH2:19][CH2:18][CH2:17][CH2:16][N:13]3[CH2:14][CH2:15][N:10]([C:6]4[C:3]5[CH:4]=[CH:5][S:1][C:2]=5[CH:9]=[CH:8][CH:7]=4)[CH2:11][CH2:12]3)[CH:30]=2)[C:25]([CH3:35])([CH3:34])[CH2:26][C:27]1=[O:33])[CH2:80][CH2:81][CH2:82][CH2:83][CH2:84][CH2:85][CH2:86][CH2:87][CH3:88].